Dataset: M1 muscarinic receptor antagonist screen with 61,756 compounds. Task: Binary Classification. Given a drug SMILES string, predict its activity (active/inactive) in a high-throughput screening assay against a specified biological target. The molecule is O=C(N1CCN(CC1)c1ccccc1)CCCOc1c2c(n(c(=O)c1)C)cccc2. The result is 0 (inactive).